From a dataset of Forward reaction prediction with 1.9M reactions from USPTO patents (1976-2016). Predict the product of the given reaction. The product is: [Br:1][C:2]1[CH:3]=[N:4][CH:5]=[C:6]([CH:10]=1)[C:7]([NH:18][C:17]1[CH:19]=[CH:20][C:14]([O:13][C:12]([F:11])([F:21])[F:22])=[CH:15][CH:16]=1)=[O:9]. Given the reactants [Br:1][C:2]1[CH:3]=[N:4][CH:5]=[C:6]([CH:10]=1)[C:7]([OH:9])=O.[F:11][C:12]([F:22])([F:21])[O:13][C:14]1[CH:20]=[CH:19][C:17]([NH2:18])=[CH:16][CH:15]=1, predict the reaction product.